This data is from Forward reaction prediction with 1.9M reactions from USPTO patents (1976-2016). The task is: Predict the product of the given reaction. (1) Given the reactants C([O:8][C:9](=[O:22])[CH2:10][N:11]1[CH:15]=[CH:14][N:13]=[C:12]1[C:16]1[CH:21]=[CH:20][CH:19]=[CH:18][CH:17]=1)C1C=CC=CC=1.[H][H], predict the reaction product. The product is: [C:16]1([C:12]2[N:11]([CH2:10][C:9]([OH:22])=[O:8])[CH:15]=[CH:14][N:13]=2)[CH:17]=[CH:18][CH:19]=[CH:20][CH:21]=1. (2) The product is: [CH3:1][C:2]1[CH:7]=[C:6]([CH3:8])[CH:5]=[CH:4][C:3]=1[N:9]1[CH2:14][CH2:13][N:12]([C:15]([C:17]2[CH:22]=[CH:21][C:20]([N:26]3[CH2:27][CH2:28][O:24][C:25]3=[O:29])=[CH:19][CH:18]=2)=[O:16])[CH2:11][CH2:10]1. Given the reactants [CH3:1][C:2]1[CH:7]=[C:6]([CH3:8])[CH:5]=[CH:4][C:3]=1[N:9]1[CH2:14][CH2:13][N:12]([C:15]([C:17]2[CH:22]=[CH:21][C:20](I)=[CH:19][CH:18]=2)=[O:16])[CH2:11][CH2:10]1.[O:24]1[CH2:28][CH2:27][NH:26][C:25]1=[O:29], predict the reaction product. (3) Given the reactants [ClH:1].C([N:9]1[CH2:20][CH:19]2[CH2:21][CH:11]([CH2:12][C:13]3[CH:14]=[C:15]([CH2:22][CH3:23])[CH:16]=[CH:17][C:18]=32)[CH2:10]1)C1C=CC=CC=1.C([O-])=O.[NH4+], predict the reaction product. The product is: [ClH:1].[CH2:22]([C:15]1[CH:16]=[CH:17][C:18]2[CH:19]3[CH2:21][CH:11]([CH2:12][C:13]=2[CH:14]=1)[CH2:10][NH:9][CH2:20]3)[CH3:23].